This data is from Catalyst prediction with 721,799 reactions and 888 catalyst types from USPTO. The task is: Predict which catalyst facilitates the given reaction. (1) Reactant: [F:1][C:2]1[CH:3]=[C:4]([CH:7]=[CH:8][C:9]=1[F:10])[CH2:5][NH2:6].Cl[C:12]1[N:13]=[CH:14][C:15]2[CH:20]=[C:19]([C:21]3[CH:26]=[CH:25][CH:24]=[CH:23][C:22]=3[Cl:27])[N:18]([CH2:28][C@H:29]3[CH2:34][CH2:33][CH2:32][N:31]([C:35]([O:37][C:38]([CH3:41])([CH3:40])[CH3:39])=[O:36])[CH2:30]3)[C:16]=2[N:17]=1. Product: [Cl:27][C:22]1[CH:23]=[CH:24][CH:25]=[CH:26][C:21]=1[C:19]1[N:18]([CH2:28][C@H:29]2[CH2:34][CH2:33][CH2:32][N:31]([C:35]([O:37][C:38]([CH3:41])([CH3:40])[CH3:39])=[O:36])[CH2:30]2)[C:16]2[N:17]=[C:12]([NH:6][CH2:5][C:4]3[CH:7]=[CH:8][C:9]([F:10])=[C:2]([F:1])[CH:3]=3)[N:13]=[CH:14][C:15]=2[CH:20]=1. The catalyst class is: 25. (2) The catalyst class is: 77. Product: [CH2:1]([C:5]1([C:15]2[O:14][CH:18]=[CH:17][CH:16]=2)[CH:10]=[CH:9][N:8]=[C:7]([S:12][CH3:13])[NH:6]1)[CH2:2][CH:3]=[CH2:4]. Reactant: [CH2:1]([C:5]1[CH:10]=[C:9](Cl)[N:8]=[C:7]([S:12][CH3:13])[N:6]=1)[CH2:2][CH:3]=[CH2:4].[O:14]1[CH:18]=[CH:17][CH:16]=[C:15]1B(O)O.C([O-])([O-])=O.[Na+].[Na+]. (3) Product: [CH:1]1([C:4]2[CH:9]=[C:8]([C:10]3[C:18]4[C:13](=[CH:14][CH:15]=[C:16]([NH:19][C:20]([C:22]5([CH2:27][O:28][CH3:29])[CH2:26][CH2:25][N:24]([CH2:31][C:32]([N:34]6[CH2:35][CH:36]=[C:37]([C:40]7[CH:45]=[CH:44][C:43]([C:46]8[N:47]=[CH:48][C:49]([F:52])=[CH:50][N:51]=8)=[C:42]([F:53])[CH:41]=7)[CH2:38][CH2:39]6)=[O:33])[CH2:23]5)=[O:21])[CH:17]=4)[NH:12][N:11]=3)[CH:7]=[CH:6][N:5]=2)[CH2:3][CH2:2]1. The catalyst class is: 9. Reactant: [CH:1]1([C:4]2[CH:9]=[C:8]([C:10]3[C:18]4[C:13](=[CH:14][CH:15]=[C:16]([NH:19][C:20]([C:22]5([CH2:27][O:28][CH3:29])[CH2:26][CH2:25][NH:24][CH2:23]5)=[O:21])[CH:17]=4)[NH:12][N:11]=3)[CH:7]=[CH:6][N:5]=2)[CH2:3][CH2:2]1.Cl[CH2:31][C:32]([N:34]1[CH2:39][CH:38]=[C:37]([C:40]2[CH:45]=[CH:44][C:43]([C:46]3[N:51]=[CH:50][C:49]([F:52])=[CH:48][N:47]=3)=[C:42]([F:53])[CH:41]=2)[CH2:36][CH2:35]1)=[O:33].C(N(CC)CC)C. (4) Reactant: Cl[C:2]1[S:6][N:5]=[C:4]([C:7]2[CH:12]=[CH:11][C:10]([C:13]([F:16])([F:15])[F:14])=[CH:9][CH:8]=2)[N:3]=1.FC(F)(F)C(O)=O.[O:24]1[C:28]2[CH:29]=[CH:30][CH:31]=[CH:32][C:27]=2[C:26]([NH:33][C:34]([N:36]2[CH2:41][CH2:40][NH:39][CH2:38][CH2:37]2)=[O:35])=[N:25]1.C(N(CC)CC)C.O. Product: [O:24]1[C:28]2[CH:29]=[CH:30][CH:31]=[CH:32][C:27]=2[C:26]([NH:33][C:34]([N:36]2[CH2:41][CH2:40][N:39]([C:2]3[S:6][N:5]=[C:4]([C:7]4[CH:12]=[CH:11][C:10]([C:13]([F:16])([F:15])[F:14])=[CH:9][CH:8]=4)[N:3]=3)[CH2:38][CH2:37]2)=[O:35])=[N:25]1. The catalyst class is: 9. (5) Reactant: [CH2:1]([O:3][C:4]1[CH:30]=[CH:29][C:7]([CH2:8][N:9]2[C:13]3[CH:14]=[C:15]([O:19][CH2:20][CH2:21][CH2:22][C:23]([O:25][CH2:26][CH3:27])=[O:24])[CH:16]=[C:17]([CH3:18])[C:12]=3[N:11]=[C:10]2[CH3:28])=[C:6]([CH:31]=[CH2:32])[CH:5]=1)[CH3:2]. Product: [CH2:1]([O:3][C:4]1[CH:30]=[CH:29][C:7]([CH2:8][N:9]2[C:13]3[CH:14]=[C:15]([O:19][CH2:20][CH2:21][CH2:22][C:23]([O:25][CH2:26][CH3:27])=[O:24])[CH:16]=[C:17]([CH3:18])[C:12]=3[N:11]=[C:10]2[CH3:28])=[C:6]([CH2:31][CH3:32])[CH:5]=1)[CH3:2]. The catalyst class is: 50.